Dataset: Forward reaction prediction with 1.9M reactions from USPTO patents (1976-2016). Task: Predict the product of the given reaction. Given the reactants [Cl:1][C:2]1[N:7]=[CH:6][C:5]([CH2:8][C:9](=O)[CH3:10])=[CH:4][CH:3]=1.[CH:12]12[NH:19][CH:16]([CH2:17][CH2:18]1)[CH2:15][O:14][CH2:13]2, predict the reaction product. The product is: [Cl:1][C:2]1[N:7]=[CH:6][C:5]([CH2:8][CH:9]([N:19]2[CH:12]3[CH2:18][CH2:17][CH:16]2[CH2:15][O:14][CH2:13]3)[CH3:10])=[CH:4][CH:3]=1.